This data is from Reaction yield outcomes from USPTO patents with 853,638 reactions. The task is: Predict the reaction yield, written as a fraction of the theoretical maximum amount of product (1.0 means a 100% yield; for example, 0.34 means a 34% yield). (1) The reactants are [F:1][C:2]([F:19])([F:18])[CH:3]([CH:12]1[CH2:17][CH2:16][NH:15][CH2:14][CH2:13]1)[O:4][Si:5]([CH2:10][CH3:11])([CH2:8][CH3:9])[CH2:6][CH3:7].C(N(CC)CC)C.[CH3:27][S:28](Cl)(=[O:30])=[O:29].O. The catalyst is ClCCl. The product is [CH3:27][S:28]([N:15]1[CH2:16][CH2:17][CH:12]([CH:3]([O:4][Si:5]([CH2:8][CH3:9])([CH2:6][CH3:7])[CH2:10][CH3:11])[C:2]([F:18])([F:1])[F:19])[CH2:13][CH2:14]1)(=[O:30])=[O:29]. The yield is 0.790. (2) The reactants are N[C:2]1[N:3]([C:13]2[C:22]3[C:17](=[CH:18][CH:19]=[CH:20][CH:21]=3)[C:16]([CH:23]3[CH2:25][CH2:24]3)=[CH:15][CH:14]=2)[C:4]([S:7][CH2:8][CH2:9][C:10]([O-:12])=[O:11])=[N:5][N:6]=1.N([O-])=O.[Na+].Cl[CH:31](Cl)[C:32](O)=O.O.C(Br)(Br)[Br:38]. The catalyst is [Br-].C([N+](CC)(CC)CC)C1C=CC=CC=1.ClCCl. The product is [Br:38][C:2]1[N:3]([C:13]2[C:22]3[C:17](=[CH:18][CH:19]=[CH:20][CH:21]=3)[C:16]([CH:23]3[CH2:24][CH2:25]3)=[CH:15][CH:14]=2)[C:4]([S:7][CH2:8][CH2:9][C:10]([O:12][CH2:31][CH3:32])=[O:11])=[N:5][N:6]=1. The yield is 0.476.